This data is from Forward reaction prediction with 1.9M reactions from USPTO patents (1976-2016). The task is: Predict the product of the given reaction. (1) Given the reactants [CH3:1][S:2]([OH:5])(=[O:4])=[O:3].[Cl:6][C:7]1[C:8]([CH3:41])=[C:9]([NH:13][C:14]([C:16]2[C:24]3[N:23]=[C:22]([CH2:25][O:26][CH3:27])[NH:21][C:20]=3[CH:19]=[C:18]([NH:28][C:29]([C:31]3[CH:36]=[CH:35][CH:34]=[CH:33][C:32]=3[C:37]([F:40])([F:39])[F:38])=[O:30])[CH:17]=2)=[O:15])[CH:10]=[CH:11][CH:12]=1, predict the reaction product. The product is: [CH3:1][S:2]([OH:5])(=[O:4])=[O:3].[Cl:6][C:7]1[C:8]([CH3:41])=[C:9]([NH:13][C:14]([C:16]2[C:24]3[N:23]=[C:22]([CH2:25][O:26][CH3:27])[NH:21][C:20]=3[CH:19]=[C:18]([NH:28][C:29]([C:31]3[CH:36]=[CH:35][CH:34]=[CH:33][C:32]=3[C:37]([F:38])([F:39])[F:40])=[O:30])[CH:17]=2)=[O:15])[CH:10]=[CH:11][CH:12]=1. (2) The product is: [NH2:1][C:2]1[C:10]([O:11][CH3:12])=[CH:9][C:8]([Br:13])=[CH:7][C:3]=1[CH2:4][OH:5]. Given the reactants [NH2:1][C:2]1[C:10]([O:11][CH3:12])=[CH:9][C:8]([Br:13])=[CH:7][C:3]=1[C:4](O)=[O:5].B.C1COCC1, predict the reaction product.